Task: Predict the reactants needed to synthesize the given product.. Dataset: Full USPTO retrosynthesis dataset with 1.9M reactions from patents (1976-2016) (1) The reactants are: [Na].[C:2]([C:4](=[C:10](O)[C:11]([F:14])([F:13])[F:12])[C:5]([O:7][CH2:8][CH3:9])=[O:6])#[N:3].[C:16]([NH:20][NH2:21])([CH3:19])([CH3:18])[CH3:17].C(O)(C(F)(F)F)=O. Given the product [NH2:3][C:2]1[N:20]([C:16]([CH3:19])([CH3:18])[CH3:17])[N:21]=[C:10]([C:11]([F:14])([F:13])[F:12])[C:4]=1[C:5]([O:7][CH2:8][CH3:9])=[O:6], predict the reactants needed to synthesize it. (2) The reactants are: FC(F)(F)C([O-])=O.[C:8]([C:10]1[C:11]([CH3:27])=[C:12]([C@@H:17]2[O:22][CH2:21][C@@H:20]3[CH2:23][NH2+:24][CH2:25][CH2:26][N:19]3[CH2:18]2)[CH:13]=[CH:14][C:15]=1[F:16])#[N:9].CN1CCOCC1.[N:35]1([C:40]2[N:45]=[CH:44][C:43]([CH2:46][C:47](O)=[O:48])=[CH:42][CH:41]=2)[CH:39]=[N:38][N:37]=[N:36]1.C1C=CC2N(O)N=NC=2C=1.C(Cl)CCl. Given the product [F:16][C:15]1[C:10]([C:8]#[N:9])=[C:11]([CH3:27])[C:12]([C@@H:17]2[O:22][CH2:21][C@@H:20]3[CH2:23][N:24]([C:47](=[O:48])[CH2:46][C:43]4[CH:44]=[N:45][C:40]([N:35]5[CH:39]=[N:38][N:37]=[N:36]5)=[CH:41][CH:42]=4)[CH2:25][CH2:26][N:19]3[CH2:18]2)=[CH:13][CH:14]=1, predict the reactants needed to synthesize it. (3) Given the product [CH2:1]([O:3][C:4](=[O:39])[CH2:5][CH2:6][CH2:7][O:8][C:9]1[CH:14]=[CH:13][CH:12]=[C:11]([CH2:15][CH2:16][CH2:17][CH2:18][CH2:19][CH2:20][O:21][C:22]2[CH:27]=[C:26]([O:28][CH2:29][CH3:30])[CH:25]=[C:24]([C:48]3[CH:47]=[CH:46][C:45]4[O:40][CH2:41][CH2:42][O:43][C:44]=4[CH:49]=3)[CH:23]=2)[C:10]=1[CH2:32][CH2:33][C:34]([O:36][CH2:37][CH3:38])=[O:35])[CH3:2], predict the reactants needed to synthesize it. The reactants are: [CH2:1]([O:3][C:4](=[O:39])[CH2:5][CH2:6][CH2:7][O:8][C:9]1[CH:14]=[CH:13][CH:12]=[C:11]([CH2:15][CH2:16][CH2:17][CH2:18][CH2:19][CH2:20][O:21][C:22]2[CH:27]=[C:26]([O:28][CH2:29][CH3:30])[CH:25]=[C:24](Br)[CH:23]=2)[C:10]=1[CH2:32][CH2:33][C:34]([O:36][CH2:37][CH3:38])=[O:35])[CH3:2].[O:40]1[C:45]2[CH:46]=[CH:47][C:48](B(O)O)=[CH:49][C:44]=2[O:43][CH2:42][CH2:41]1.C(=O)([O-])[O-].[Cs+].[Cs+]. (4) Given the product [OH:24][CH:7]1[CH2:4][N:3]([C:16]([O:18][C:19]([CH3:20])([CH3:21])[CH3:22])=[O:17])[CH2:6]1, predict the reactants needed to synthesize it. The reactants are: C([N:3]([CH2:6][CH3:7])[CH2:4]C)C.[C:16](O[C:16]([O:18][C:19]([CH3:22])([CH3:21])[CH3:20])=[O:17])([O:18][C:19]([CH3:22])([CH3:21])[CH3:20])=[O:17].C[OH:24]. (5) Given the product [CH3:18][O:17][P:15]([CH:8]([P:9]([O:11][CH3:12])([O:13][CH3:14])=[O:10])[CH2:7][C:6]([OH:21])=[O:5])([O:19][CH3:20])=[O:16], predict the reactants needed to synthesize it. The reactants are: C([O:5][C:6](=[O:21])[CH2:7][CH:8]([P:15]([O:19][CH3:20])([O:17][CH3:18])=[O:16])[P:9]([O:13][CH3:14])([O:11][CH3:12])=[O:10])(C)(C)C.FC(F)(F)C(O)=O. (6) Given the product [F:38][C:25]1[C:26]([C:32]2([CH3:37])[O:33][CH:34]=[CH:35][O:36]2)=[CH:27][CH:28]=[C:29]([O:30][CH3:31])[C:24]=1[CH:23]=[CH:22][C:21]([OH:39])=[O:20], predict the reactants needed to synthesize it. The reactants are: FC1C(C2(C)OC=CO2)=CC=C(OC)C=1C=O.C([O:20][C:21](=[O:39])[CH:22]=[CH:23][C:24]1[C:29]([O:30][CH3:31])=[CH:28][CH:27]=[C:26]([C:32]2([CH3:37])[O:36][CH:35]=[CH:34][O:33]2)[C:25]=1[F:38])C.[OH-].[K+]. (7) Given the product [CH3:19][C:20]1[CH:27]=[CH:26][C:23]([CH2:24][N:25]2[C:9](=[O:11])[CH2:8][S:7][C:1]2=[S:12])=[CH:22][CH:21]=1, predict the reactants needed to synthesize it. The reactants are: [C:1](=[S:12])([S:7][CH2:8][C:9]([OH:11])=O)SCC(O)=O.C(=O)([O-])[O-].[K+].[K+].[CH3:19][C:20]1[CH:27]=[CH:26][C:23]([CH2:24][NH2:25])=[CH:22][CH:21]=1. (8) Given the product [F:22][C:2]([F:1])([F:21])[C:3]1[CH:4]=[CH:5][CH:6]=[C:7]2[C:12]=1[N:11]=[CH:10][CH:9]=[C:8]2[C:13]1[CH:14]=[C:15]([CH:18]=[CH:19][CH:20]=1)[CH2:16][NH:23][C:24]1[CH:33]=[CH:32][CH:31]=[C:30]2[C:25]=1[CH:26]=[CH:27][CH:28]=[C:29]2[CH2:34][C:35]([OH:37])=[O:36], predict the reactants needed to synthesize it. The reactants are: [F:1][C:2]([F:22])([F:21])[C:3]1[CH:4]=[CH:5][CH:6]=[C:7]2[C:12]=1[N:11]=[CH:10][CH:9]=[C:8]2[C:13]1[CH:14]=[C:15]([CH:18]=[CH:19][CH:20]=1)[CH:16]=O.[NH2:23][C:24]1[CH:33]=[CH:32][CH:31]=[C:30]2[C:25]=1[CH:26]=[CH:27][CH:28]=[C:29]2[CH2:34][C:35]([OH:37])=[O:36].[BH-](OC(C)=O)(OC(C)=O)OC(C)=O.[Na+].C(O)(=O)C. (9) The reactants are: [CH3:1][C:2]([CH3:7])([CH3:6])[C:3](O)=[O:4].CN(C(ON1N=NC2C=CC=NC1=2)=[N+](C)C)C.F[P-](F)(F)(F)(F)F.[NH2:32][CH2:33][CH2:34][N:35]1[CH2:40][CH2:39][N:38]([CH2:41][CH2:42][CH2:43][N:44]2[C:57]3[CH:56]=[C:55]([C:58]([F:61])([F:60])[F:59])[CH:54]=[CH:53][C:52]=3[S:51][C:50]3[C:45]2=[CH:46][CH:47]=[CH:48][CH:49]=3)[CH2:37][CH2:36]1.CCN(C(C)C)C(C)C. Given the product [F:61][C:58]([F:59])([F:60])[C:55]1[CH:54]=[CH:53][C:52]2[S:51][C:50]3[C:45](=[CH:46][CH:47]=[CH:48][CH:49]=3)[N:44]([CH2:43][CH2:42][CH2:41][N:38]3[CH2:39][CH2:40][N:35]([CH2:34][CH2:33][NH:32][C:3](=[O:4])[C:2]([CH3:7])([CH3:6])[CH3:1])[CH2:36][CH2:37]3)[C:57]=2[CH:56]=1, predict the reactants needed to synthesize it. (10) The reactants are: Br[C:2]1[S:10][C:9]2[C:8]([Cl:11])=[N:7][CH:6]=[N:5][C:4]=2[CH:3]=1.[CH3:12][CH:13]([N:16]1[C:24](=[O:25])[C:23]2[C:18](=[CH:19][CH:20]=[CH:21][CH:22]=2)[C:17]1=[O:26])[C:14]#[CH:15].C(N(CC)CC)C. Given the product [Cl:11][C:8]1[C:9]2[S:10][C:2]([C:15]#[C:14][CH:13]([N:16]3[C:24](=[O:25])[C:23]4[C:18](=[CH:19][CH:20]=[CH:21][CH:22]=4)[C:17]3=[O:26])[CH3:12])=[CH:3][C:4]=2[N:5]=[CH:6][N:7]=1, predict the reactants needed to synthesize it.